Predict which catalyst facilitates the given reaction. From a dataset of Catalyst prediction with 721,799 reactions and 888 catalyst types from USPTO. (1) Reactant: C(OC(=O)[N:7]([CH2:12][C:13]1[CH:21]=[CH:20][C:16]2[O:17][CH2:18][O:19][C:15]=2[CH:14]=1)[CH2:8][CH2:9][NH:10][CH3:11])(C)(C)C.Cl[C:24]1[S:28][N:27]=[C:26]([N:29]2[CH:33]=[CH:32][N:31]=[CH:30]2)[N:25]=1.CS(C)=O. Product: [O:17]1[C:16]2[CH:20]=[CH:21][C:13]([CH2:12][NH:7][CH2:8][CH2:9][N:10]([C:24]3[S:28][N:27]=[C:26]([N:29]4[CH:33]=[CH:32][N:31]=[CH:30]4)[N:25]=3)[CH3:11])=[CH:14][C:15]=2[O:19][CH2:18]1. The catalyst class is: 6. (2) Reactant: [CH3:1][CH:2]([CH2:7][N:8]1[CH2:13][CH2:12][CH2:11][CH2:10][CH2:9]1)[CH2:3][C:4]([OH:6])=[O:5].C1N=CN(C(N2C=NC=C2)=O)C=1.Cl.[F:27][C:28]1[C:32]([C:33]2[CH:34]=[N:35][C:36]([O:39][CH3:40])=[CH:37][CH:38]=2)=[N:31][NH:30][C:29]=1[NH2:41].CCN(CC)CC. Product: [CH:4]([OH:6])=[O:5].[F:27][C:28]1[C:32]([C:33]2[CH:34]=[N:35][C:36]([O:39][CH3:40])=[CH:37][CH:38]=2)=[N:31][NH:30][C:29]=1[NH:41][C:4](=[O:6])[CH2:3][CH:2]([CH3:1])[CH2:7][N:8]1[CH2:13][CH2:12][CH2:11][CH2:10][CH2:9]1. The catalyst class is: 26. (3) Reactant: [Br:1][C:2]1[CH:7]=[CH:6][C:5]([SH:8])=[C:4]([CH3:9])[CH:3]=1.[O-]CC.[Na+].Br[CH2:15][CH:16]([O:20][CH2:21][CH3:22])[O:17][CH2:18][CH3:19]. Product: [Br:1][C:2]1[CH:7]=[CH:6][C:5]([S:8][CH2:15][CH:16]([O:20][CH2:21][CH3:22])[O:17][CH2:18][CH3:19])=[C:4]([CH3:9])[CH:3]=1. The catalyst class is: 14. (4) Reactant: [F:1][C:2]1[CH:7]=[CH:6][C:5]([O:8][CH3:9])=[CH:4][C:3]=1[C:10]1[C:11]([OH:27])=[CH:12][C:13]([O:16][Si:17]([CH:24]([CH3:26])[CH3:25])([CH:21]([CH3:23])[CH3:22])[CH:18]([CH3:20])[CH3:19])=[CH:14][CH:15]=1.O. Product: [C:3]([O:27][C:11]1[CH:12]=[C:13]([O:16][Si:17]([CH:21]([CH3:23])[CH3:22])([CH:24]([CH3:26])[CH3:25])[CH:18]([CH3:20])[CH3:19])[CH:14]=[CH:15][C:10]=1[C:3]1[CH:4]=[C:5]([O:8][CH3:9])[CH:6]=[CH:7][C:2]=1[F:1])([CH3:10])([CH3:4])[CH3:2]. The catalyst class is: 11. (5) Reactant: [CH3:1][O:2][C:3]1[CH:8]=[C:7]([CH:9]=[C:10]([N+:12]([O-])=O)[CH3:11])[CH:6]=[CH:5][C:4]=1[CH3:15]. Product: [CH3:1][O:2][C:3]1[CH:8]=[C:7]([CH2:9][CH:10]([NH2:12])[CH3:11])[CH:6]=[CH:5][C:4]=1[CH3:15]. The catalyst class is: 750.